The task is: Regression. Given a peptide amino acid sequence and an MHC pseudo amino acid sequence, predict their binding affinity value. This is MHC class I binding data.. This data is from Peptide-MHC class I binding affinity with 185,985 pairs from IEDB/IMGT. The peptide sequence is FYLFFEYI. The MHC is H-2-Kb with pseudo-sequence H-2-Kb. The binding affinity (normalized) is 0.149.